This data is from Catalyst prediction with 721,799 reactions and 888 catalyst types from USPTO. The task is: Predict which catalyst facilitates the given reaction. (1) Reactant: C(OC([N:8]1[CH2:12][CH:11]([O:13][C:14]2[CH:19]=[CH:18][N:17]=[C:16]3[CH:20]=[C:21]([C:23]4[N:24]([CH3:28])[CH:25]=[CH:26][N:27]=4)[S:22][C:15]=23)[CH2:10][CH:9]1[C:29](=[O:40])[NH:30][C:31]1([C:36]([O:38][CH3:39])=[O:37])[CH2:33][CH:32]1[CH:34]=[CH2:35])=O)(C)(C)C.C(O)(C(F)(F)F)=O. Product: [CH3:39][O:38][C:36]([C:31]1([NH:30][C:29]([CH:9]2[CH2:10][CH:11]([O:13][C:14]3[CH:19]=[CH:18][N:17]=[C:16]4[CH:20]=[C:21]([C:23]5[N:24]([CH3:28])[CH:25]=[CH:26][N:27]=5)[S:22][C:15]=34)[CH2:12][NH:8]2)=[O:40])[CH2:33][CH:32]1[CH:34]=[CH2:35])=[O:37]. The catalyst class is: 4. (2) Reactant: [C:1]1([N:7]=[C:8]=[S:9])[CH:6]=[CH:5][CH:4]=[CH:3][CH:2]=1.[NH2:10][CH2:11][CH2:12][CH2:13][OH:14]. Product: [OH:14][CH2:13][CH2:12][CH2:11][NH:10][C:8]([NH:7][C:1]1[CH:6]=[CH:5][CH:4]=[CH:3][CH:2]=1)=[S:9]. The catalyst class is: 1. (3) Reactant: [CH2:1]=[CH:2][CH2:3][CH2:4][CH2:5][CH2:6][CH2:7][CH3:8].[CH2:9]=[CH:10][CH2:11][CH2:12][CH2:13][CH2:14][CH:15]=[CH2:16].C=C. Product: [CH2:1]=[CH2:2].[CH2:9]=[CH:10][CH2:11][CH2:12][CH2:13][CH2:14][CH2:15][CH3:16].[CH2:1]=[CH:2][CH2:3][CH2:4][CH2:5][CH2:6][CH:7]=[CH2:8]. The catalyst class is: 11.